This data is from Reaction yield outcomes from USPTO patents with 853,638 reactions. The task is: Predict the reaction yield, written as a fraction of the theoretical maximum amount of product (1.0 means a 100% yield; for example, 0.34 means a 34% yield). (1) The yield is 0.940. The product is [C:1]1([C:7]2[N:11]([CH2:12][C:13]3[CH:18]=[CH:17][C:16]([C:19]([F:22])([F:21])[F:20])=[CH:15][CH:14]=3)[C:10]([C:23]3[CH:24]=[C:25]4[C:30](=[CH:31][CH:32]=3)[CH:29]=[C:28]([O:33][CH2:34][C:35]3[CH:44]=[CH:43][C:38]([C:39]([OH:41])=[O:40])=[CH:37][C:36]=3[C:45]([OH:47])=[O:46])[CH:27]=[CH:26]4)=[CH:9][CH:8]=2)[CH:2]=[CH:3][CH:4]=[CH:5][CH:6]=1. The catalyst is C1COCC1.CO.O. The reactants are [C:1]1([C:7]2[N:11]([CH2:12][C:13]3[CH:18]=[CH:17][C:16]([C:19]([F:22])([F:21])[F:20])=[CH:15][CH:14]=3)[C:10]([C:23]3[CH:24]=[C:25]4[C:30](=[CH:31][CH:32]=3)[CH:29]=[C:28]([O:33][CH2:34][C:35]3[CH:44]=[CH:43][C:38]([C:39]([O:41]C)=[O:40])=[CH:37][C:36]=3[C:45]([O:47]C)=[O:46])[CH:27]=[CH:26]4)=[CH:9][CH:8]=2)[CH:6]=[CH:5][CH:4]=[CH:3][CH:2]=1.[OH-].[Na+]. (2) The reactants are [CH3:1][O:2][CH2:3][CH2:4][O:5][CH2:6][C:7]([C:10]1[CH:15]=[CH:14][C:13]([NH2:16])=[CH:12][CH:11]=1)([CH3:9])[CH3:8].[N+:17]([O-])([O-:19])=[O:18].[K+]. The catalyst is OS(O)(=O)=O. The product is [CH3:1][O:2][CH2:3][CH2:4][O:5][CH2:6][C:7]([C:10]1[CH:15]=[CH:14][C:13]([NH2:16])=[CH:12][C:11]=1[N+:17]([O-:19])=[O:18])([CH3:9])[CH3:8]. The yield is 0.710. (3) The reactants are Cl.[CH3:2][N:3]([CH3:7])[CH2:4][CH:5]=O.[C:8]([O:11][C@@H:12]([C@:23]12[CH2:58][C:57](=[O:59])[C:56]([CH:60]([CH3:62])[CH3:61])=[C:24]1[C@@H:25]1[C@@:38]([CH3:41])([CH2:39][CH2:40]2)[C@@:37]2([CH3:42])[C@@H:28]([C@:29]3([CH3:55])[C@@H:34]([CH2:35][CH2:36]2)[C:33]([CH3:44])([CH3:43])[C@@H:32]([O:45][C:46](=[O:54])[CH2:47][C:48]([CH3:53])([CH3:52])[C:49]([OH:51])=[O:50])[CH2:31][CH2:30]3)[CH2:27][CH2:26]1)[CH2:13][NH:14][CH2:15][C:16]1[CH:21]=[CH:20][C:19]([Cl:22])=[CH:18][CH:17]=1)(=[O:10])[CH3:9].C([BH3-])#N.[Na+]. The catalyst is CO. The product is [C:8]([O:11][C@@H:12]([C@:23]12[CH2:58][C:57](=[O:59])[C:56]([CH:60]([CH3:62])[CH3:61])=[C:24]1[C@@H:25]1[C@@:38]([CH3:41])([CH2:39][CH2:40]2)[C@@:37]2([CH3:42])[C@@H:28]([C@:29]3([CH3:55])[C@@H:34]([CH2:35][CH2:36]2)[C:33]([CH3:44])([CH3:43])[C@@H:32]([O:45][C:46](=[O:54])[CH2:47][C:48]([CH3:52])([CH3:53])[C:49]([OH:51])=[O:50])[CH2:31][CH2:30]3)[CH2:27][CH2:26]1)[CH2:13][N:14]([CH2:15][C:16]1[CH:17]=[CH:18][C:19]([Cl:22])=[CH:20][CH:21]=1)[CH2:5][CH2:4][N:3]([CH3:7])[CH3:2])(=[O:10])[CH3:9]. The yield is 0.240. (4) The reactants are CS(Cl)(=O)=O.[C:6]1([CH2:12][O:13][C:14]([C:16]2([NH:22][C:23]([C:25]3[CH:30]=[CH:29][C:28]([CH2:31]O)=[CH:27][CH:26]=3)=[O:24])[CH2:21][CH2:20][CH2:19][CH2:18][CH2:17]2)=[O:15])[CH:11]=[CH:10][CH:9]=[CH:8][CH:7]=1.C(N(CC)CC)C.[NH:40]1[CH2:45][CH2:44][O:43][CH2:42][CH2:41]1. The catalyst is C(Cl)Cl. The product is [C:6]1([CH2:12][O:13][C:14]([C:16]2([NH:22][C:23]([C:25]3[CH:26]=[CH:27][C:28]([CH2:31][N:40]4[CH2:45][CH2:44][O:43][CH2:42][CH2:41]4)=[CH:29][CH:30]=3)=[O:24])[CH2:17][CH2:18][CH2:19][CH2:20][CH2:21]2)=[O:15])[CH:7]=[CH:8][CH:9]=[CH:10][CH:11]=1. The yield is 0.570.